Dataset: Catalyst prediction with 721,799 reactions and 888 catalyst types from USPTO. Task: Predict which catalyst facilitates the given reaction. (1) Reactant: [OH:1][C:2]1[CH:3]=[C:4]([NH:37][S:38]([CH3:41])(=[O:40])=[O:39])[CH:5]=[C:6]([C:8]2[C:16]3[C:15]([NH:17][C@H:18]([C:20]4[N:25]([C:26]5[CH:31]=[CH:30][CH:29]=[CH:28][CH:27]=5)[C:24](=[O:32])[C:23]5=[C:33]([CH3:36])[CH:34]=[CH:35][N:22]5[N:21]=4)[CH3:19])=[N:14][CH:13]=[N:12][C:11]=3[NH:10][CH:9]=2)[CH:7]=1.C(=O)([O-])[O-].[Na+].[Na+].[Cl-].Cl[CH2:50][CH2:51][NH+:52]([CH3:54])[CH3:53].O. Product: [CH3:53][N:52]([CH3:54])[CH2:51][CH2:50][O:1][C:2]1[CH:3]=[C:4]([NH:37][S:38]([CH3:41])(=[O:39])=[O:40])[CH:5]=[C:6]([C:8]2[C:16]3[C:15]([NH:17][C@H:18]([C:20]4[N:25]([C:26]5[CH:31]=[CH:30][CH:29]=[CH:28][CH:27]=5)[C:24](=[O:32])[C:23]5=[C:33]([CH3:36])[CH:34]=[CH:35][N:22]5[N:21]=4)[CH3:19])=[N:14][CH:13]=[N:12][C:11]=3[NH:10][CH:9]=2)[CH:7]=1. The catalyst class is: 9. (2) Reactant: [F:1][C:2]1[CH:15]=[CH:14][C:5]([CH2:6][C:7]2[S:11][C:10]([CH:12]=O)=[CH:9][CH:8]=2)=[CH:4][CH:3]=1.[NH3:16].CO. Product: [F:1][C:2]1[CH:15]=[CH:14][C:5]([CH2:6][C:7]2[S:11][C:10]([CH2:12][NH2:16])=[CH:9][CH:8]=2)=[CH:4][CH:3]=1. The catalyst class is: 181. (3) Reactant: [OH:1][CH2:2][C:3]1[CH:30]=[CH:29][C:6]2[N:7]([CH2:24][CH2:25][CH:26]([CH3:28])[CH3:27])[C:8]([CH2:10][N:11]3[C:15]4[CH:16]=[CH:17][CH:18]=[CH:19][C:14]=4[N:13]([CH:20]([CH3:22])[CH3:21])[C:12]3=[O:23])=[N:9][C:5]=2[CH:4]=1.[CH3:31][S:32](Cl)(=[O:34])=[O:33]. Product: [CH:20]([N:13]1[C:14]2[CH:19]=[CH:18][CH:17]=[CH:16][C:15]=2[N:11]([CH2:10][C:8]2[N:7]([CH2:24][CH2:25][CH:26]([CH3:28])[CH3:27])[C:6]3[CH:29]=[CH:30][C:3]([CH2:2][O:1][S:32]([CH3:31])(=[O:34])=[O:33])=[CH:4][C:5]=3[N:9]=2)[C:12]1=[O:23])([CH3:21])[CH3:22]. The catalyst class is: 2. (4) The catalyst class is: 7. Reactant: [C:1]([C:4]1[CH:5]=[CH:6][C:7]([O:27][CH2:28][C:29]2[CH:34]=[CH:33][CH:32]=[CH:31][CH:30]=2)=[C:8]([CH:26]=1)[C:9]([NH:11][C:12]1[CH:17]=[C:16]([C:18]([F:21])([F:20])[F:19])[CH:15]=[C:14]([C:22]([F:25])([F:24])[F:23])[CH:13]=1)=[O:10])(=[O:3])[CH3:2].[Br-:35].[Br-].[Br-].C1([N+](C)(C)C)C=CC=CC=1.C1([N+](C)(C)C)C=CC=CC=1.C1([N+](C)(C)C)C=CC=CC=1.O. Product: [CH2:28]([O:27][C:7]1[CH:6]=[CH:5][C:4]([C:1](=[O:3])[CH2:2][Br:35])=[CH:26][C:8]=1[C:9]([NH:11][C:12]1[CH:17]=[C:16]([C:18]([F:20])([F:19])[F:21])[CH:15]=[C:14]([C:22]([F:25])([F:24])[F:23])[CH:13]=1)=[O:10])[C:29]1[CH:34]=[CH:33][CH:32]=[CH:31][CH:30]=1. (5) Reactant: C([O:3][C:4](=[O:36])[CH:5]([C:29]1[CH:30]=[C:31]([CH3:35])[CH:32]=[CH:33][CH:34]=1)[CH2:6][C:7]1[CH:11]=[C:10]([C:12]2[CH:17]=[CH:16][C:15]([NH:18][CH2:19][CH:20]=[CH2:21])=[CH:14][CH:13]=2)[N:9]([C:22]2[CH:27]=[CH:26][C:25]([CH3:28])=[CH:24][CH:23]=2)[N:8]=1)C.CS(O)(=O)=O. Product: [N:18]1[C:15]2[C:16](=[CH:17][C:12]([C:10]3[N:9]([C:22]4[CH:27]=[CH:26][C:25]([CH3:28])=[CH:24][CH:23]=4)[N:8]=[C:7]([CH2:6][CH:5]([C:29]4[CH:30]=[C:31]([CH3:35])[CH:32]=[CH:33][CH:34]=4)[C:4]([OH:3])=[O:36])[CH:11]=3)=[CH:13][CH:14]=2)[CH:21]=[CH:20][CH:19]=1.[NH2:18][C:15]1[CH:16]=[CH:17][C:12]([C:10]2[N:9]([C:22]3[CH:23]=[CH:24][C:25]([CH3:28])=[CH:26][CH:27]=3)[N:8]=[C:7]([CH2:6][CH:5]([C:29]3[CH:30]=[C:31]([CH3:35])[CH:32]=[CH:33][CH:34]=3)[C:4]([OH:36])=[O:3])[CH:11]=2)=[CH:13][CH:14]=1. The catalyst class is: 29.